Task: Predict the reaction yield, written as a fraction of the theoretical maximum amount of product (1.0 means a 100% yield; for example, 0.34 means a 34% yield).. Dataset: Reaction yield outcomes from USPTO patents with 853,638 reactions (1) The reactants are [F:1][C:2]1[CH:7]=[CH:6][C:5]([N+:8]([O-])=O)=[CH:4][C:3]=1[C:11]1[N:12]=[C:13]2[N:18]=[CH:17][C:16]([NH:19][C:20](=[O:25])[O:21][CH:22]([CH3:24])[CH3:23])=[CH:15][N:14]2[CH:26]=1. The catalyst is [Ni].O1CCCC1. The product is [NH2:8][C:5]1[CH:6]=[CH:7][C:2]([F:1])=[C:3]([C:11]2[N:12]=[C:13]3[N:18]=[CH:17][C:16]([NH:19][C:20](=[O:25])[O:21][CH:22]([CH3:24])[CH3:23])=[CH:15][N:14]3[CH:26]=2)[CH:4]=1. The yield is 0.950. (2) The reactants are FC(F)(F)C(O)=O.[NH2:8][C@@H:9]([CH3:15])[C:10]([CH3:14])([CH3:13])[CH2:11][OH:12].[CH:16]1([C:19]2[N:20]=[C:21]3[C:27]([C:28](O)=[O:29])=[CH:26][N:25]([CH2:31][O:32][CH2:33][CH2:34][Si:35]([CH3:38])([CH3:37])[CH3:36])[C:22]3=[N:23][CH:24]=2)[CH2:18][CH2:17]1.F[B-](F)(F)F.N1(OC(N(C)C)=[N+](C)C)C2C=CC=CC=2N=N1.C(N(CC)C(C)C)(C)C. The catalyst is C(#N)C.C(OCC)(=O)C.O. The product is [OH:12][CH2:11][C:10]([CH3:14])([CH3:13])[C@@H:9]([NH:8][C:28]([C:27]1[C:21]2[C:22](=[N:23][CH:24]=[C:19]([CH:16]3[CH2:17][CH2:18]3)[N:20]=2)[N:25]([CH2:31][O:32][CH2:33][CH2:34][Si:35]([CH3:38])([CH3:37])[CH3:36])[CH:26]=1)=[O:29])[CH3:15]. The yield is 0.400. (3) The reactants are [Br:1][CH:2]=[CH:3]Br.C([CH:7]1[CH2:12][CH2:11][CH2:10][CH2:9][CH2:8]1)=C. The catalyst is C1C=CC=CC=1. The product is [Br:1]/[CH:2]=[CH:3]\[CH:7]1[CH2:12][CH2:11][CH2:10][CH2:9][CH2:8]1. The yield is 0.420. (4) The reactants are [NH2:1][C:2]1[CH:7]=[CH:6][N:5]=[C:4](Cl)[N:3]=1.[CH3:9][S:10]([C:13]([CH3:17])([CH3:16])[CH2:14][OH:15])(=[O:12])=[O:11].C(=O)([O-])[O-].[K+].[K+]. The catalyst is CC(O)C. The product is [CH3:9][S:10]([C:13]([CH3:17])([CH3:16])[CH2:14][O:15][C:4]1[N:3]=[C:2]([NH2:1])[CH:7]=[CH:6][N:5]=1)(=[O:12])=[O:11]. The yield is 0.860. (5) The reactants are N(C(OCC)=O)=NC(OCC)=O.OC1C=C([O:21][S:22]([C:25]2[CH:30]=[CH:29][CH:28]=[CH:27][C:26]=2[Cl:31])(=[O:24])=[O:23])C=C(C)C=1.C1(P(C2C=CC=CC=2)C2C=CC=CC=2)C=CC=CC=1. The catalyst is O1CCCC1. The product is [Cl:31][C:26]1[CH:27]=[CH:28][CH:29]=[CH:30][C:25]=1[S:22]([OH:24])(=[O:23])=[O:21]. The yield is 0.760. (6) The reactants are [F:1][C:2]([F:19])([F:18])[C:3]1[CH:4]=[C:5]([CH:13]([N:15]=[N+]=[N-])[CH3:14])[CH:6]=[C:7]([C:9]([F:12])([F:11])[F:10])[CH:8]=1.[H][H]. The catalyst is CO.[Pd]. The product is [F:1][C:2]([F:18])([F:19])[C:3]1[CH:4]=[C:5]([CH:13]([NH2:15])[CH3:14])[CH:6]=[C:7]([C:9]([F:10])([F:11])[F:12])[CH:8]=1. The yield is 0.910. (7) The yield is 0.221. The reactants are S(=O)(=O)(O)O.[F:6][C:7]([F:16])([F:15])[C:8]1[CH:9]=[C:10]([CH:12]=[CH:13][CH:14]=1)[NH2:11].O[CH2:18][CH:19]([CH2:21]O)O.C(=O)([O-])[O-].[Na+].[Na+]. The product is [F:6][C:7]([F:15])([F:16])[C:8]1[CH:9]=[C:10]2[C:12]([CH:18]=[CH:19][CH:21]=[N:11]2)=[CH:13][CH:14]=1. The catalyst is O.II.